This data is from Peptide-MHC class I binding affinity with 185,985 pairs from IEDB/IMGT. The task is: Regression. Given a peptide amino acid sequence and an MHC pseudo amino acid sequence, predict their binding affinity value. This is MHC class I binding data. (1) The MHC is H-2-Kb with pseudo-sequence H-2-Kb. The peptide sequence is TSIMFLPL. The binding affinity (normalized) is 1.00. (2) The peptide sequence is RFIIFLFILL. The MHC is HLA-A02:06 with pseudo-sequence HLA-A02:06. The binding affinity (normalized) is 0.305. (3) The peptide sequence is AGLAFSLMK. The MHC is HLA-A11:01 with pseudo-sequence HLA-A11:01. The binding affinity (normalized) is 0.776. (4) The binding affinity (normalized) is 0.689. The peptide sequence is KSKTPLVAR. The MHC is HLA-A03:01 with pseudo-sequence HLA-A03:01. (5) The MHC is HLA-B51:01 with pseudo-sequence HLA-B51:01. The binding affinity (normalized) is 0. The peptide sequence is RYPLTFGW. (6) The peptide sequence is IVTDSQYAL. The MHC is HLA-B15:01 with pseudo-sequence HLA-B15:01. The binding affinity (normalized) is 0.383.